From a dataset of Reaction yield outcomes from USPTO patents with 853,638 reactions. Predict the reaction yield, written as a fraction of the theoretical maximum amount of product (1.0 means a 100% yield; for example, 0.34 means a 34% yield). The reactants are [Li]CCCC.[Br-].[Cl:7][C:8]1[CH:9]=[C:10]([CH:31]=[CH:32][CH:33]=1)[CH2:11][P+](C1C=CC=CC=1)(C1C=CC=CC=1)C1C=CC=CC=1.[CH:34]([CH:36]1[N:41]2[CH2:42][CH2:43][N:44]([C:46]([O:48][C:49]([CH3:52])([CH3:51])[CH3:50])=[O:47])[CH2:45][C@@H:40]2[CH2:39][CH2:38][CH2:37]1)=O. The catalyst is C1COCC1. The product is [Cl:7][C:8]1[CH:9]=[C:10](/[CH:11]=[CH:34]/[CH:36]2[N:41]3[CH2:42][CH2:43][N:44]([C:46]([O:48][C:49]([CH3:50])([CH3:52])[CH3:51])=[O:47])[CH2:45][C@@H:40]3[CH2:39][CH2:38][CH2:37]2)[CH:31]=[CH:32][CH:33]=1. The yield is 0.480.